From a dataset of Full USPTO retrosynthesis dataset with 1.9M reactions from patents (1976-2016). Predict the reactants needed to synthesize the given product. Given the product [CH2:1]([O:8][C:9]([NH:11][C:12]1[CH:13]=[C:14]([S:19]([NH:22][C:41]([NH:40][C:26]2[CH:25]=[C:24]([Cl:23])[CH:39]=[CH:38][C:27]=2[C:28]([O:30][CH2:31][C:32]2[CH:37]=[CH:36][CH:35]=[CH:34][CH:33]=2)=[O:29])=[O:42])(=[O:21])=[O:20])[CH:15]=[CH:16][C:17]=1[CH3:18])=[O:10])[C:2]1[CH:7]=[CH:6][CH:5]=[CH:4][CH:3]=1, predict the reactants needed to synthesize it. The reactants are: [CH2:1]([O:8][C:9]([NH:11][C:12]1[CH:13]=[C:14]([S:19]([NH2:22])(=[O:21])=[O:20])[CH:15]=[CH:16][C:17]=1[CH3:18])=[O:10])[C:2]1[CH:7]=[CH:6][CH:5]=[CH:4][CH:3]=1.[Cl:23][C:24]1[CH:25]=[C:26]([NH:40][C:41](OC2C=CC=CC=2)=[O:42])[C:27](=[CH:38][CH:39]=1)[C:28]([O:30][CH2:31][C:32]1[CH:37]=[CH:36][CH:35]=[CH:34][CH:33]=1)=[O:29].